Dataset: Catalyst prediction with 721,799 reactions and 888 catalyst types from USPTO. Task: Predict which catalyst facilitates the given reaction. (1) Product: [Br:1][C:2]1[CH:10]=[C:9]([CH3:11])[CH:8]=[C:7]2[C:3]=1[CH2:4][C:5]([CH3:13])=[CH:6]2. The catalyst class is: 6. Reactant: [Br:1][C:2]1[CH:10]=[C:9]([CH3:11])[CH:8]=[C:7]2[C:3]=1[CH2:4][CH:5]([CH3:13])[C:6]2=O.C1COCC1.CO.[BH4-].[Na+]. (2) Reactant: S(O)(O)(=O)=O.[CH3:6][S:7][C:8]1[N:13]=[C:12]([NH2:14])[C:11]([NH2:15])=[C:10]([NH2:16])[N:9]=1.O.O.[Cl-:19].[Ba+2].[Cl-].C1(C)C=CC=CC=1. Product: [ClH:19].[ClH:19].[NH2:16][C:10]1[C:11]([NH2:15])=[C:12]([NH2:14])[N:13]=[C:8]([S:7][CH3:6])[N:9]=1. The catalyst class is: 6. (3) Reactant: [NH2:1][C:2]1[C:9]([O:10][CH3:11])=[CH:8][C:7]([Br:12])=[CH:6][C:3]=1[CH:4]=O.[NH2:13][C:14](N)=[O:15]. Product: [Br:12][C:7]1[CH:6]=[C:3]2[C:2](=[C:9]([O:10][CH3:11])[CH:8]=1)[NH:1][C:14](=[O:15])[N:13]=[CH:4]2. The catalyst class is: 6. (4) Reactant: [CH3:1][O:2][C:3](=[O:28])[CH2:4][CH2:5][C:6]1[CH:11]=[CH:10][C:9]([O:12][C:13]2[CH:18]=[CH:17][CH:16]=[C:15]([O:19]CC3C=CC=CC=3)[CH:14]=2)=[CH:8][C:7]=1[CH3:27]. Product: [CH3:1][O:2][C:3](=[O:28])[CH2:4][CH2:5][C:6]1[CH:11]=[CH:10][C:9]([O:12][C:13]2[CH:18]=[CH:17][CH:16]=[C:15]([OH:19])[CH:14]=2)=[CH:8][C:7]=1[CH3:27]. The catalyst class is: 78.